Dataset: Forward reaction prediction with 1.9M reactions from USPTO patents (1976-2016). Task: Predict the product of the given reaction. (1) Given the reactants [CH2:1]([NH:8][C:9]1[N:17]=[C:16](F)[N:15]=[C:14]2[C:10]=1[N:11]=[CH:12][N:13]2[CH:19]([CH3:21])[CH3:20])[C:2]1[CH:7]=[CH:6][CH:5]=[CH:4][CH:3]=1.CCN(C(C)C)C(C)C.[NH2:31][C@H:32]([CH2:39][CH3:40])[CH:33]([OH:38])[C:34]([CH3:37])([CH3:36])[CH3:35], predict the reaction product. The product is: [CH2:1]([NH:8][C:9]1[N:17]=[C:16]([NH:31][C@H:32]([CH2:39][CH3:40])[CH:33]([OH:38])[C:34]([CH3:37])([CH3:36])[CH3:35])[N:15]=[C:14]2[C:10]=1[N:11]=[CH:12][N:13]2[CH:19]([CH3:21])[CH3:20])[C:2]1[CH:7]=[CH:6][CH:5]=[CH:4][CH:3]=1. (2) Given the reactants I[C:2]1[CH:56]=[CH:55][C:5]([O:6][CH:7]2[CH2:18][N:17]([S:19]([C:22]3[CH:27]=[CH:26][CH:25]=[CH:24][C:23]=3[N+:28]([O-:30])=[O:29])(=[O:21])=[O:20])[CH2:16][CH2:15][CH2:14][N:13]([S:31]([C:34]3[CH:39]=[CH:38][CH:37]=[CH:36][C:35]=3[N+:40]([O-:42])=[O:41])(=[O:33])=[O:32])[CH2:12][CH2:11][CH2:10][N:9]([S:43]([C:46]3[CH:51]=[CH:50][CH:49]=[CH:48][C:47]=3[N+:52]([O-:54])=[O:53])(=[O:45])=[O:44])[CH2:8]2)=[CH:4][CH:3]=1.[CH2:57]([OH:63])[CH2:58][CH2:59][CH2:60][C:61]#[CH:62], predict the reaction product. The product is: [OH:63][CH2:57][CH2:58][CH2:59][CH2:60][CH2:61][CH2:62][C:2]1[CH:56]=[CH:55][C:5]([O:6][CH:7]2[CH2:8][N:9]([S:43]([C:46]3[CH:51]=[CH:50][CH:49]=[CH:48][C:47]=3[N+:52]([O-:54])=[O:53])(=[O:44])=[O:45])[CH2:10][CH2:11][CH2:12][N:13]([S:31]([C:34]3[CH:39]=[CH:38][CH:37]=[CH:36][C:35]=3[N+:40]([O-:42])=[O:41])(=[O:32])=[O:33])[CH2:14][CH2:15][CH2:16][N:17]([S:19]([C:22]3[CH:27]=[CH:26][CH:25]=[CH:24][C:23]=3[N+:28]([O-:30])=[O:29])(=[O:20])=[O:21])[CH2:18]2)=[CH:4][CH:3]=1. (3) The product is: [F:32][C:29]([F:30])([F:31])[C:28]([NH:27][CH2:26][C:25]1[CH:34]=[CH:35][C:36]([F:37])=[C:23]([CH:20]2[CH2:21][CH2:22][N:17]([C:15]([C:4]3[C:3]4[C:7](=[CH:8][CH:9]=[CH:10][C:2]=4[C:43]4[CH:44]=[CH:45][C:40]([O:39][CH3:38])=[CH:41][CH:42]=4)[N:6]([CH2:11][CH2:12][O:13][CH3:14])[CH:5]=3)=[O:16])[CH2:18][CH2:19]2)[CH:24]=1)=[O:33]. Given the reactants Br[C:2]1[CH:10]=[CH:9][CH:8]=[C:7]2[C:3]=1[C:4]([C:15]([N:17]1[CH2:22][CH2:21][CH:20]([C:23]3[CH:24]=[C:25]([CH:34]=[CH:35][C:36]=3[F:37])[CH2:26][NH:27][C:28](=[O:33])[C:29]([F:32])([F:31])[F:30])[CH2:19][CH2:18]1)=[O:16])=[CH:5][N:6]2[CH2:11][CH2:12][O:13][CH3:14].[CH3:38][O:39][C:40]1[CH:45]=[CH:44][C:43](B(O)O)=[CH:42][CH:41]=1.C(=O)([O-])[O-].[Cs+].[Cs+].C(Cl)Cl, predict the reaction product. (4) Given the reactants [CH2:1]([O:3][C:4](=[O:24])[CH:5]([C:7]1[CH:12]=[CH:11][C:10]([O:13][CH3:14])=[C:9](B2OC(C)(C)C(C)(C)O2)[CH:8]=1)[CH3:6])[CH3:2].Br[C:26]1[CH:33]=[CH:32][C:31]([C:34]([F:37])([F:36])[F:35])=[CH:30][C:27]=1[CH:28]=[O:29], predict the reaction product. The product is: [CH2:1]([O:3][C:4](=[O:24])[CH:5]([C:7]1[CH:8]=[C:9]([C:26]2[CH:33]=[CH:32][C:31]([C:34]([F:37])([F:36])[F:35])=[CH:30][C:27]=2[CH:28]=[O:29])[C:10]([O:13][CH3:14])=[CH:11][CH:12]=1)[CH3:6])[CH3:2]. (5) Given the reactants [C:1]1([CH:7]([N:19]2[CH2:24][CH2:23][CH2:22][CH2:21][CH2:20]2)[C:8]([O:10][C@@H:11]2[CH:16]3[CH2:17][CH2:18][N:13]([CH2:14][CH2:15]3)[CH2:12]2)=[O:9])[CH:6]=[CH:5][CH:4]=[CH:3][CH:2]=1.[Cl:25][CH2:26][C:27]1[N:28]=[C:29]([C:32]2[CH:37]=[CH:36][CH:35]=[CH:34][CH:33]=2)[O:30][CH:31]=1, predict the reaction product. The product is: [Cl-:25].[C:1]1([CH:7]([N:19]2[CH2:24][CH2:23][CH2:22][CH2:21][CH2:20]2)[C:8]([O:10][C@@H:11]2[CH:16]3[CH2:17][CH2:18][N+:13]([CH2:26][C:27]4[N:28]=[C:29]([C:32]5[CH:33]=[CH:34][CH:35]=[CH:36][CH:37]=5)[O:30][CH:31]=4)([CH2:14][CH2:15]3)[CH2:12]2)=[O:9])[CH:6]=[CH:5][CH:4]=[CH:3][CH:2]=1. (6) Given the reactants [NH:1]1[CH2:6][CH2:5][CH:4]([C:7]([OH:9])=[O:8])[CH2:3][CH2:2]1.[Cl:10][C:11]1[C:29]([CH3:30])=[CH:28][C:14]2[N:15]=[C:16]3[C:21]([N:22]([CH2:23][CH:24]=O)[C:13]=2[CH:12]=1)=[N:20][C:19](=[O:26])[NH:18][C:17]3=[O:27].[BH3-]C#N.[Na+], predict the reaction product. The product is: [Cl:10][C:11]1[C:29]([CH3:30])=[CH:28][C:14]2[N:15]=[C:16]3[C:21]([N:22]([CH2:23][CH2:24][N:1]4[CH2:6][CH2:5][CH:4]([C:7]([OH:9])=[O:8])[CH2:3][CH2:2]4)[C:13]=2[CH:12]=1)=[N:20][C:19](=[O:26])[NH:18][C:17]3=[O:27]. (7) Given the reactants [N:1]1[O:2][N:3]=[C:4]2[CH:9]=[C:8]([CH2:10][CH2:11][N:12]3[CH2:17][CH2:16][NH:15][CH2:14][C:13]3=[O:18])[CH:7]=[CH:6][C:5]=12.O=[C:20]1[CH2:29][CH2:28][C:27]2[CH:26]=[C:25]([C:30]#[N:31])[CH:24]=[CH:23][C:22]=2[CH2:21]1, predict the reaction product. The product is: [N:1]1[O:2][N:3]=[C:4]2[CH:9]=[C:8]([CH2:10][CH2:11][N:12]3[CH2:17][CH2:16][N:15]([CH:20]4[CH2:29][CH2:28][C:27]5[CH:26]=[C:25]([C:30]#[N:31])[CH:24]=[CH:23][C:22]=5[CH2:21]4)[CH2:14][C:13]3=[O:18])[CH:7]=[CH:6][C:5]=12. (8) Given the reactants [H-].[Na+].CS(C)=O.[I-].[CH3:8][S+](C)(C)=O.[Cl:13][C:14]1[CH:19]=[CH:18][CH:17]=[C:16]([Cl:20])[C:15]=1[CH2:21][CH2:22][O:23][CH2:24][CH2:25][N:26]1[CH2:31][CH2:30][C:29](=[O:32])[CH2:28][CH2:27]1, predict the reaction product. The product is: [Cl:13][C:14]1[CH:19]=[CH:18][CH:17]=[C:16]([Cl:20])[C:15]=1[CH2:21][CH2:22][O:23][CH2:24][CH2:25][N:26]1[CH2:27][CH2:28][C:29]2([O:32][CH2:8]2)[CH2:30][CH2:31]1. (9) Given the reactants [CH:1]1([C:7](=O)[CH2:8][CH3:9])[CH2:6][CH2:5][CH2:4][CH2:3][CH2:2]1.[BH3-]C#[N:13].[Na+], predict the reaction product. The product is: [CH:1]1([CH:7]([NH2:13])[CH2:8][CH3:9])[CH2:6][CH2:5][CH2:4][CH2:3][CH2:2]1. (10) Given the reactants CC1C=CC(S(O[CH2:12][CH2:13][C@@H:14]2[CH2:16][C@@H:15]2[CH:17]2[CH2:22][CH2:21][N:20]([C:23]3[N:28]=[CH:27][C:26]([Cl:29])=[CH:25][N:24]=3)[CH2:19][CH2:18]2)(=O)=O)=CC=1.[NH2:30][C:31]1[CH:32]=[C:33]2[C:37](=[CH:38][CH:39]=1)[C:36](=[O:40])[NH:35][CH2:34]2, predict the reaction product. The product is: [Cl:29][C:26]1[CH:27]=[N:28][C:23]([N:20]2[CH2:19][CH2:18][CH:17]([C@H:15]3[CH2:16][C@H:14]3[CH2:13][CH2:12][NH:30][C:31]3[CH:32]=[C:33]4[C:37](=[CH:38][CH:39]=3)[C:36](=[O:40])[NH:35][CH2:34]4)[CH2:22][CH2:21]2)=[N:24][CH:25]=1.